From a dataset of Reaction yield outcomes from USPTO patents with 853,638 reactions. Predict the reaction yield, written as a fraction of the theoretical maximum amount of product (1.0 means a 100% yield; for example, 0.34 means a 34% yield). (1) The reactants are Br[CH2:2][C:3]([C:5]1[CH:10]=[CH:9][CH:8]=[CH:7][CH:6]=1)=O.[NH2:11][C:12]([NH2:14])=[S:13]. The catalyst is CO. The product is [C:5]1([C:3]2[N:11]=[C:12]([NH2:14])[S:13][CH:2]=2)[CH:10]=[CH:9][CH:8]=[CH:7][CH:6]=1. The yield is 0.953. (2) The reactants are Br[C:2]1[CH:8]=[CH:7][C:5]([NH2:6])=[C:4]([Cl:9])[CH:3]=1.[CH3:10][O-:11].[Na+].Cl. The catalyst is CO.[Cu](I)I. The product is [Cl:9][C:4]1[CH:3]=[C:2]([O:11][CH3:10])[CH:8]=[CH:7][C:5]=1[NH2:6]. The yield is 0.410.